Dataset: NCI-60 drug combinations with 297,098 pairs across 59 cell lines. Task: Regression. Given two drug SMILES strings and cell line genomic features, predict the synergy score measuring deviation from expected non-interaction effect. (1) Drug 1: C1CCN(CC1)CCOC2=CC=C(C=C2)C(=O)C3=C(SC4=C3C=CC(=C4)O)C5=CC=C(C=C5)O. Drug 2: CCN(CC)CCNC(=O)C1=C(NC(=C1C)C=C2C3=C(C=CC(=C3)F)NC2=O)C. Cell line: U251. Synergy scores: CSS=-4.29, Synergy_ZIP=0.232, Synergy_Bliss=-3.69, Synergy_Loewe=-5.81, Synergy_HSA=-5.74. (2) Drug 1: CN1CCC(CC1)COC2=C(C=C3C(=C2)N=CN=C3NC4=C(C=C(C=C4)Br)F)OC. Drug 2: CC(C1=C(C=CC(=C1Cl)F)Cl)OC2=C(N=CC(=C2)C3=CN(N=C3)C4CCNCC4)N. Cell line: DU-145. Synergy scores: CSS=9.47, Synergy_ZIP=-4.81, Synergy_Bliss=0.0217, Synergy_Loewe=-4.80, Synergy_HSA=-1.82. (3) Drug 1: CC1=C(C=C(C=C1)NC(=O)C2=CC=C(C=C2)CN3CCN(CC3)C)NC4=NC=CC(=N4)C5=CN=CC=C5. Drug 2: B(C(CC(C)C)NC(=O)C(CC1=CC=CC=C1)NC(=O)C2=NC=CN=C2)(O)O. Cell line: OVCAR3. Synergy scores: CSS=60.5, Synergy_ZIP=5.32, Synergy_Bliss=5.12, Synergy_Loewe=-46.5, Synergy_HSA=-2.43.